From a dataset of Reaction yield outcomes from USPTO patents with 853,638 reactions. Predict the reaction yield, written as a fraction of the theoretical maximum amount of product (1.0 means a 100% yield; for example, 0.34 means a 34% yield). (1) The reactants are [N+:1]([C:4]1[CH:5]=[C:6]2[C:11](=[O:12])[O:10][C:8](=O)[C:7]2=[CH:13][CH:14]=1)([O-:3])=[O:2].[NH2:15][CH2:16][CH2:17][CH2:18][C:19]([OH:21])=[O:20]. No catalyst specified. The product is [N+:1]([C:4]1[CH:5]=[C:6]2[C:11](=[O:12])[N:15]([CH2:16][CH2:17][CH2:18][C:19]([OH:21])=[O:20])[C:8](=[O:10])[C:7]2=[CH:13][CH:14]=1)([O-:3])=[O:2]. The yield is 0.980. (2) The reactants are I[C:2]1[CH:3]=[C:4]([C:20]([O:22][CH2:23][CH3:24])=[O:21])[C:5](=[O:19])[N:6]([C:9]2[CH:14]=[CH:13][CH:12]=[C:11]([C:15]([F:18])([F:17])[F:16])[CH:10]=2)[C:7]=1[CH3:8].C1(P(C2C=CC=CC=2)C2C=CC=CC=2)C=CC=CC=1.[CH3:44][NH:45][CH3:46].[C]=O.[CH2:49]([OH:51])C. The catalyst is C([O-])(=O)C.[Pd+]. The product is [CH3:44][N:45]([CH3:46])[C:49]([C:2]1[CH:3]=[C:4]([C:20]([O:22][CH2:23][CH3:24])=[O:21])[C:5](=[O:19])[N:6]([C:9]2[CH:14]=[CH:13][CH:12]=[C:11]([C:15]([F:18])([F:17])[F:16])[CH:10]=2)[C:7]=1[CH3:8])=[O:51]. The yield is 0.580. (3) The reactants are FC(F)(F)S(O[C:7]1[CH:12]=[C:11]([CH3:13])[C:10]([CH2:14][C:15]2[CH:20]=[CH:19][C:18]([O:21][CH2:22][O:23][CH3:24])=[C:17]([CH:25]([CH3:27])[CH3:26])[CH:16]=2)=[C:9]([CH3:28])[CH:8]=1)(=O)=O.[CH3:31][OH:32].C1(P(C(P(C2C=CC=CC=2)C2C=CC=CC=2)(C)C)C2C=CC=CC=2)C=CC=CC=1.CCN(CC)CC.Cl.CN([CH:73]=[O:74])C. The catalyst is CC([O-])=O.CC([O-])=O.[Pd+2]. The product is [CH3:13][C:11]1[CH:12]=[C:7]([CH:8]=[C:9]([CH3:28])[C:10]=1[CH2:14][C:15]1[CH:20]=[CH:19][C:18]([O:21][CH2:22][O:23][CH3:24])=[C:17]([CH:25]([CH3:27])[CH3:26])[CH:16]=1)[C:31]([O:74][CH3:73])=[O:32]. The yield is 0.923. (4) The reactants are [CH3:1][O:2][C:3](=[O:6])[CH2:4][SH:5].C[O-].[Na+].C([O:12][C:13](=O)[C:14]1[C:19](Cl)=[CH:18][C:17]([CH3:21])=[N:16][C:15]=1[Cl:22])C.[C:24]([O:28][C:29](=[O:32])[CH2:30]Br)([CH3:27])([CH3:26])[CH3:25]. The catalyst is CN(C=O)C. The product is [CH3:1][O:2][C:3]([C:4]1[S:5][C:19]2[CH:18]=[C:17]([CH3:21])[N:16]=[C:15]([Cl:22])[C:14]=2[C:13]=1[O:12][CH2:30][C:29]([O:28][C:24]([CH3:27])([CH3:26])[CH3:25])=[O:32])=[O:6]. The yield is 0.510. (5) The reactants are C1(P(=O)(C2C=CC=CC=2)C2C=CC=CC=2)C=CC=CC=1.FC(F)(F)S(OS(C(F)(F)F)(=O)=O)(=O)=O.C([S:43][C:44]([C:69]#[N:70])([CH3:68])[CH2:45][NH:46][C:47]([C:49]1[NH:50][C:51]2[C:56]([CH:57]=1)=[CH:55][CH:54]=[CH:53][C:52]=2[N:58]([CH3:67])[S:59]([C:62]1[S:63][CH:64]=[CH:65][CH:66]=1)(=[O:61])=[O:60])=O)C1C=CC=CC=1.C(=O)([O-])O.[Na+]. The catalyst is C(#N)C. The product is [C:69]([C:44]1([CH3:68])[S:43][C:47]([C:49]2[NH:50][C:51]3[C:56]([CH:57]=2)=[CH:55][CH:54]=[CH:53][C:52]=3[N:58]([CH3:67])[S:59]([C:62]2[S:63][CH:64]=[CH:65][CH:66]=2)(=[O:61])=[O:60])=[N:46][CH2:45]1)#[N:70]. The yield is 0.790. (6) The reactants are [C:1]([O:5][C:6](=[O:21])[N:7]([C:14]1[CH:15]=[N:16][CH:17]=[CH:18][C:19]=1I)[CH2:8][C:9]1([CH3:13])[CH2:12][O:11][CH2:10]1)([CH3:4])([CH3:3])[CH3:2].C([O-])([O-])=O.[Na+].[Na+].C1(P(C2C=CC=CC=2)C2C=CC=CC=2)C=CC=CC=1.[F:47][C:48]1[CH:53]=[CH:52][C:51](B(O)O)=[C:50]([O:57][CH3:58])[CH:49]=1.[NH4+].[Cl-]. The catalyst is COCCOC.C([O-])(=O)C.[Pd+2].C([O-])(=O)C.CCOC(C)=O. The product is [F:47][C:48]1[CH:53]=[CH:52][C:51]([C:19]2[CH:18]=[CH:17][N:16]=[CH:15][C:14]=2[N:7]([CH2:8][C:9]2([CH3:13])[CH2:12][O:11][CH2:10]2)[C:6](=[O:21])[O:5][C:1]([CH3:4])([CH3:3])[CH3:2])=[C:50]([O:57][CH3:58])[CH:49]=1. The yield is 0.890. (7) The reactants are [CH:1]1([C:4]2[S:25][C:7]3[NH:8][C:9](=[O:24])[N:10](CC4C=CC(OC)=CC=4OC)[C:11](=[O:12])[C:6]=3[CH:5]=2)[CH2:3][CH2:2]1.Br[CH2:27][C:28]1[CH:33]=[CH:32][C:31]([C:34]2[C:35]([C:40]#[N:41])=[CH:36][CH:37]=[CH:38][CH:39]=2)=[CH:30][C:29]=1[F:42].C(=O)([O-])[O-].[K+].[K+]. The catalyst is C(#N)C. The product is [CH:1]1([C:4]2[S:25][C:7]3[N:8]([CH2:27][C:28]4[CH:33]=[CH:32][C:31]([C:34]5[C:35]([C:40]#[N:41])=[CH:36][CH:37]=[CH:38][CH:39]=5)=[CH:30][C:29]=4[F:42])[C:9](=[O:24])[NH:10][C:11](=[O:12])[C:6]=3[CH:5]=2)[CH2:3][CH2:2]1. The yield is 0.640.